Dataset: Forward reaction prediction with 1.9M reactions from USPTO patents (1976-2016). Task: Predict the product of the given reaction. Given the reactants [Cl:1][C:2]1[CH:10]=[C:9]2[C:5]([C:6]([C:11]([N:13]3[CH2:18][CH2:17][CH:16]([C:19]4[C:24]([O:25][CH3:26])=[CH:23][CH:22]=[CH:21][C:20]=4[O:27][CH3:28])[CH2:15][CH2:14]3)=[O:12])=[CH:7][NH:8]2)=[CH:4][CH:3]=1.[CH3:29][C:30]1[CH:35]=[C:34]([CH2:36]OS(C)(=O)=O)[CH:33]=[CH:32][N:31]=1.CC1C=C(CO)C=CN=1, predict the reaction product. The product is: [Cl:1][C:2]1[CH:10]=[C:9]2[C:5]([C:6]([C:11]([N:13]3[CH2:14][CH2:15][CH:16]([C:19]4[C:24]([O:25][CH3:26])=[CH:23][CH:22]=[CH:21][C:20]=4[O:27][CH3:28])[CH2:17][CH2:18]3)=[O:12])=[CH:7][N:8]2[CH2:36][C:34]2[CH:33]=[CH:32][N:31]=[C:30]([CH3:29])[CH:35]=2)=[CH:4][CH:3]=1.